Task: Binary Classification. Given two protein amino acid sequences, predict whether they physically interact or not.. Dataset: Human Reference Interactome with 51,813 positive PPI pairs across 8,248 proteins, plus equal number of experimentally-validated negative pairs (1) Protein 1 (ENSG00000204540) has sequence MTCTDQKSHSQRALGTQTPALQGPQLLNTDPSSEETRPPHVNPDRLCHMEPANHFWHAGDLQAMISKEFHLAATQDDCRKGRTQEDILVPSSHPELFASVLPMAPEEAARLQQPQPLPPPSGIHLSASRTLAPTLLYSSPPSHSPFGLSSLI*MISKEFHLAATQDDCRKGRTQEDILVPSSHPELFASVLPMAPEEAARLQQPQPLPPPSGIHLSASRTLAPTLLYSSPPSHSPFGLSSLI*MEPANHFWHAGDLQAMISKEFHLAATQDDCRKGRTQEDILVPSSHPELFASVLPMAP.... Protein 2 (ENSG00000135917) has sequence MDCYRTSLSSSWIYPTVILCLFGFFSMMRPSEPFLIPYLSGPDKNLTSAEITNEIFPVWTYSYLVLLLPVFVLTDYVRYKPVIILQGISFIITWLLLLFGQGVKTMQVVEFFYGMVTAAEVAYYAYIYSVVSPEHYQRVSGYCRSVTLAAYTAGSVLAQLLVSLANMSYFYLNVISLASVSVAFLFSLFLPMPKKSMFFHAKPSREIKKSSSVNPVLEETHEGEAPGCEEQKPTSEILSTSGKLNKGQLNSLKPSNVTVDVFVQWFQDLKECYSSKRLFYWSLWWAFATAGFNQVLNYVQ.... Result: 0 (the proteins do not interact). (2) Result: 0 (the proteins do not interact). Protein 1 (ENSG00000128567) has sequence MRCALALSALLLLLSTPPLLPSSPSPSPSPSQNATQTTTDSSNKTAPTPASSVTIMATDTAQQSTVPTSKANEILASVKATTLGVSSDSPGTTTLAQQVSGPVNTTVARGGGSGNPTTTIESPKSTKSADTTTVATSTATAKPNTTSSQNGAEDTTNSGGKSSHSVTTDLTSTKAEHLTTPHPTSPLSPRQPTSTHPVATPTSSGHDHLMKISSSSSTVAIPGYTFTSPGMTTTLPSSVISQRTQQTSSQMPASSTAPSSQETVQPTSPATALRTPTLPETMSSSPTAASTTHRYPKTPS.... Protein 2 (ENSG00000158435) has sequence MPGGGASAASGRLLTAAEQRGSREAAGSASRSGFGGSGGGRGGASGPGSGSGGPGGPAGRMSLTPKELSSLLSIISEEAGGGSTFEGLSTAFHHYFSKADHFRLGSVLVMLLQQPDLLPSAAQRLTALYLLWEMYRTEPLAANPFAASFAHLLNPAPPARGGQEPDRPPLSGFLPPITPPEKFFLSQLMLAPPRELFKKTPRQIALMDVGNMGQSVDISGLQLALAERQSELPTQSKASFPSILSDPDPDSSNSGFDSSVASQITEALVSGPKPPIESHFRPEFIRPPPPLHICEDELAW.... (3) Protein 1 (ENSG00000144635) has sequence MAAVGRVGSFGSSPPGLSSTYTGGPLGNEIASGNGGAAAGDDEDGQNLWSCILSEVSTRSRSKLPAGKNVLLLGEDGAGKTSLIRKIQGIEEYKKGRGLEYLYLNVHDEDRDDQTRCNVWILDGDLYHKGLLKFSLDAVSLKDTLVMLVVDMSKPWTALDSLQKWASVVREHVDKLKIPPEEMKQMEQKLIRDFQEYVEPGEDFPASPQRRNTASQEDKDDSVVLPLGADTLTHNLGIPVLVVCTKCDAISVLEKEHDYRDEHFDFIQSHIRKFCLQYGAALIYTSVKENKNIDLVYKYI.... Protein 2 (ENSG00000163807) has sequence MSKRNQVSYVRPAEPAFLARFKERVGYREGPTVETKRIQPQPPDEDGDHSDKEDEQPQVVVLKKGDLSVEEVMKIKAEIKAAKADEEPTPADGRIIYRKPVKHPSDEKYSGLTASSKKKKPNEDEVNQDSVKKNSQKQIKNSSLLSFDNEDENE*. Result: 0 (the proteins do not interact). (4) Protein 1 (ENSG00000163220) has sequence MTCKMSQLERNIETIINTFHQYSVKLGHPDTLNQGEFKELVRKDLQNFLKKENKNEKVIEHIMEDLDTNADKQLSFEEFIMLMARLTWASHEKMHEGDEGPGHHHKPGLGEGTP*. Protein 2 (ENSG00000165688) has sequence MAAVVLAATRLLRGSGSWGCSRLRFGPPAYRRFSSGGAYPNIPLSSPLPGVPKPVFATVDGQEKFETKVTTLDNGLRVASQNKFGQFCTVGILINSGSRYEAKYLSGIAHFLEKLAFSSTARFDSKDEILLTLEKHGGICDCQTSRDTTMYAVSADSKGLDTVVALLADVVLQPRLTDEEVEMTRMAVQFELEDLNLRPDPEPLLTEMIHEAAYRENTVGLHRFCPTENVAKINREVLHSYLRNYYTPDRMVLAGVGVEHEHLVDCARKYLLGVQPAWGSAEAVDIDRSVAQYTGGIAKL.... Result: 0 (the proteins do not interact). (5) Result: 0 (the proteins do not interact). Protein 1 (ENSG00000157916) has sequence MSEGDSVGESVHGKPSVVYRFFTRLGQIYQSWLDKSTPYTAVRWVVTLGLSFVYMIRVYLLQGWYIVTYALGIYHLNLFIAFLSPKVDPSLMEDSDDGPSLPTKQNEEFRPFIRRLPEFKFWHAATKGILVAMVCTFFDAFNVPVFWPILVMYFIMLFCITMKRQIKHMIKYRYIPFMSEGDSVGESVHGKPSVVYRFFTRLGQIYQSWLDKSTPYTAVRWVVTLGLSFVYMIRVYLLQMTVLRYPPNRTRNSAPSFEGSQSLNFGMRLPRASLWLWSVLSSTLSTSRCSGRFW*MSEGD.... Protein 2 (ENSG00000121406) has sequence MAEAALVITPQGHVTFEDIAVYFSQEEWGLLDEAQRCLYHDVMLENFSLMASVGCLHGIEAEEAPSEQTLSAQGVSQARTPKLGPSIPNAHSCEMCILVMKDILYLSEHQGTLPWQKPYTSVASGKWFSFGSNLQQHQNQDSGEKHIRKEESSALLLNSCKIPLSDNLFPCKDVEKDFPTILGLLQHQTTHSRQEYAHRSRETFQQRRYKCEQVFNEKVHVTEHQRVHTGEKAYKRREYGKSLNSKYLFVEHQRTHNAEKPYVCNICGKSFLHKQTLVGHQQRIHTRERSYVCIECGKSL.... (6) Protein 1 (ENSG00000136827) has sequence MKLGRAVLGLLLLAPSVVQAVEPISLGLALAGVLTGYIYPRLYCLFAECCGQKRSLSREALQKDLDDNLFGQHLAKKIILNAVFGFINNPKPKKPLTLSLHGWTGTGKNFVSKIIAENIYEGGLNSDYVHLFVATLHFPHASNITLYKDQLQLWIRGNVSACARSIFIFDEMDKMHAGLIDAIKPFLDYYDLVDGVSYQKAMFIFLSNAGAERITDVALDFWRSGKQREDIKLKDIEHALSVSVFNNKNSGFWHSSLIDRNLIDYFVPFLPLEYKHLKMCIRVEMQSRGYEIDEDIVSRV.... Protein 2 (ENSG00000077063) has sequence MATDGASCEPDLSRAPEDAAGAAAEAAKKEFDVDTLSKSELRMLLSVMEGELEARDLVIEALRARRKEVFIQERYGRFNLNDPFLALQRDYEAGAGDKEKKPVCTNPLSILEAVMAHCKKMQERMSAQLAAAESRQKKLEMEKLQLQALEQEHKKLAARLEEERGKNKQVVLMLVKECKQLSGKVIEEAQKLEDVMAKLEEEKKKTNELEEELSAEKRRSTEMEAQMEKQLSEFDTEREQLRAKLNREEAHTTDLKEEIDKMRKMIEQLKRGSDSKPSLSLPRKTKDRRLVSISVGTEGT.... Result: 0 (the proteins do not interact). (7) Protein 1 (ENSG00000142494) has sequence MEAPEEPAPVRGGPEATLEVRGSRCLRLSAFREELRALLVLAGPAFLVQLMVFLISFISSVFCGHLGKLELDAVTLAIAVINVTGVSVGFGLSSACDTLISQTYGSQNLKHVGVILQRSALVLLLCCFPCWALFLNTQHILLLFRQDPDVSRLTQTYVTIFIPALPATFLYMLQVKYLLNQGIVLPQIVTGVAANLVNALANYLFLHQLHLGVIGSALANLISQYTLALLLFLYILGKKLHQATWGGWSLECLQDWASFLRLAIPSMLMLCMEWWAYEVGSFLSGILGMVELGAQSIVYE.... Protein 2 (ENSG00000147381) has sequence MSSEQKSQHCKPEEGVEAQEEALGLVGAQAPTTEEQEAAVSSSSPLVPGTLEEVPAAESAGPPQSPQGASALPTTISFTCWRQPNEGSSSQEEEGPSTSPDAESLFREALSNKVDELAHFLLRKYRAKELVTKAEMLERVIKNYKRCFPVIFGKASESLKMIFGIDVKEVDPASNTYTLVTCLGLSYDGLLGNNQIFPKTGLLIIVLGTIAMEGDSASEEEIWEELGVMGVYDGREHTVYGEPRKLLTQDWVQENYLEYRQVPGSNPARYEFLWGPRALAETSYVKVLEHVVRVNARVRI.... Result: 0 (the proteins do not interact). (8) Protein 1 (ENSG00000213265) has sequence MSQKRQTKFQNGKSKTSENSSAKREKGMVVNSKEISDAVGQSKFVLENLRHYTVHPNLAQYYKPLKATALQKFLAQNRKNTSFMLKVTQYDQDKTLLIMTNNPPPCSITQQDKESASKYFSKELLLKVMESHHQHKPTENLWLPRMPQKKKLRSKLKPIFPLILSDDPTSKREQWFRFSTDNDFKSEGKYSKVYALRTQKKMYPQLTFAPVHERDMRKDASKKSASERPISKVIREPLTLASLLEDMPTRTAPGESAFRNGRAPQWIIKKATVIG*MSQKRQTKFQNGKSKTSENSSAKR.... Protein 2 (ENSG00000183831) has sequence MESEGPPESESSEFFSQQEEENEEEEAQEPEETGPKNPLLQPALTGDVEGLQKIFEDPENPHHEQAMQLLLEEDIVGRNLLYAACMAGQSDVIRALAKYGVNLNEKTTRGYTLLHCAAAWGRLETLKALVELDVDIEALNFREERARDVAARYSQTECVEFLDWADARLTLKKYIAKVSLAVTDTEKGSGKLLKEDKNTILSACRAKNEWLETHTEASINELFEQRQQLEDIVTPIFTKMTTPCQVKSAKSVTSHDQKRSQDDTSN*. Result: 0 (the proteins do not interact).